From a dataset of NCI-60 drug combinations with 297,098 pairs across 59 cell lines. Regression. Given two drug SMILES strings and cell line genomic features, predict the synergy score measuring deviation from expected non-interaction effect. (1) Drug 1: C1CN(P(=O)(OC1)NCCCl)CCCl. Drug 2: CC1CCCC2(C(O2)CC(NC(=O)CC(C(C(=O)C(C1O)C)(C)C)O)C(=CC3=CSC(=N3)C)C)C. Cell line: MALME-3M. Synergy scores: CSS=26.0, Synergy_ZIP=-1.01, Synergy_Bliss=-1.69, Synergy_Loewe=-5.09, Synergy_HSA=0.358. (2) Drug 1: C1CCC(C1)C(CC#N)N2C=C(C=N2)C3=C4C=CNC4=NC=N3. Drug 2: COC1=C2C(=CC3=C1OC=C3)C=CC(=O)O2. Cell line: UACC62. Synergy scores: CSS=-5.02, Synergy_ZIP=5.22, Synergy_Bliss=2.13, Synergy_Loewe=-6.97, Synergy_HSA=-7.54. (3) Drug 1: C1=C(C(=O)NC(=O)N1)F. Drug 2: C1=CC=C(C(=C1)C(C2=CC=C(C=C2)Cl)C(Cl)Cl)Cl. Cell line: NCI-H460. Synergy scores: CSS=42.6, Synergy_ZIP=-2.83, Synergy_Bliss=-9.64, Synergy_Loewe=-22.4, Synergy_HSA=-9.59. (4) Cell line: IGROV1. Synergy scores: CSS=24.1, Synergy_ZIP=-7.24, Synergy_Bliss=0.111, Synergy_Loewe=0.207, Synergy_HSA=2.46. Drug 2: CC1=C(N=C(N=C1N)C(CC(=O)N)NCC(C(=O)N)N)C(=O)NC(C(C2=CN=CN2)OC3C(C(C(C(O3)CO)O)O)OC4C(C(C(C(O4)CO)O)OC(=O)N)O)C(=O)NC(C)C(C(C)C(=O)NC(C(C)O)C(=O)NCCC5=NC(=CS5)C6=NC(=CS6)C(=O)NCCC[S+](C)C)O. Drug 1: C1=NC(=NC(=O)N1C2C(C(C(O2)CO)O)O)N. (5) Drug 1: CC(CN1CC(=O)NC(=O)C1)N2CC(=O)NC(=O)C2. Drug 2: CCC1(CC2CC(C3=C(CCN(C2)C1)C4=CC=CC=C4N3)(C5=C(C=C6C(=C5)C78CCN9C7C(C=CC9)(C(C(C8N6C=O)(C(=O)OC)O)OC(=O)C)CC)OC)C(=O)OC)O.OS(=O)(=O)O. Cell line: NCI-H522. Synergy scores: CSS=35.1, Synergy_ZIP=0.674, Synergy_Bliss=3.04, Synergy_Loewe=-8.83, Synergy_HSA=4.33. (6) Drug 2: CCN(CC)CCCC(C)NC1=C2C=C(C=CC2=NC3=C1C=CC(=C3)Cl)OC. Synergy scores: CSS=9.41, Synergy_ZIP=-3.07, Synergy_Bliss=0.716, Synergy_Loewe=-0.147, Synergy_HSA=0.678. Drug 1: C1=CN(C(=O)N=C1N)C2C(C(C(O2)CO)O)O.Cl. Cell line: RXF 393. (7) Drug 1: C1=NC2=C(N1)C(=S)N=C(N2)N. Drug 2: CN(CC1=CN=C2C(=N1)C(=NC(=N2)N)N)C3=CC=C(C=C3)C(=O)NC(CCC(=O)O)C(=O)O. Cell line: M14. Synergy scores: CSS=25.1, Synergy_ZIP=-14.8, Synergy_Bliss=-6.35, Synergy_Loewe=-4.38, Synergy_HSA=-2.55. (8) Drug 1: CC(CN1CC(=O)NC(=O)C1)N2CC(=O)NC(=O)C2. Drug 2: C(CC(=O)O)C(=O)CN.Cl. Cell line: SNB-75. Synergy scores: CSS=4.36, Synergy_ZIP=-2.83, Synergy_Bliss=-1.29, Synergy_Loewe=-3.29, Synergy_HSA=-0.130. (9) Drug 1: C1CCC(CC1)NC(=O)N(CCCl)N=O. Drug 2: CC1CCC2CC(C(=CC=CC=CC(CC(C(=O)C(C(C(=CC(C(=O)CC(OC(=O)C3CCCCN3C(=O)C(=O)C1(O2)O)C(C)CC4CCC(C(C4)OC)O)C)C)O)OC)C)C)C)OC. Cell line: NCI/ADR-RES. Synergy scores: CSS=-2.63, Synergy_ZIP=-5.10, Synergy_Bliss=-13.6, Synergy_Loewe=-16.7, Synergy_HSA=-14.1.